This data is from Reaction yield outcomes from USPTO patents with 853,638 reactions. The task is: Predict the reaction yield, written as a fraction of the theoretical maximum amount of product (1.0 means a 100% yield; for example, 0.34 means a 34% yield). (1) The reactants are Cl.[Cl:2][C:3]1[C:11]([O:12][CH2:13][CH2:14][CH2:15][NH2:16])=[CH:10][C:9]([I:17])=[C:8]2[C:4]=1[CH2:5][NH:6][C:7]2=[O:18].C(N(CC)CC)C.[C:26](O)(=[O:28])[CH3:27]. The catalyst is ClCCl. The product is [Cl:2][C:3]1[C:11]([O:12][CH2:13][CH2:14][CH2:15][NH:16][C:26](=[O:28])[CH3:27])=[CH:10][C:9]([I:17])=[C:8]2[C:4]=1[CH2:5][NH:6][C:7]2=[O:18]. The yield is 0.920. (2) The product is [Br:1][C:2]12[C:29]3[C:24](=[CH:25][CH:26]=[CH:27][CH:28]=3)[CH2:10][O:13][CH2:16][C:17]3[C:22](=[CH:21][CH:20]=[CH:19][CH:18]=3)[C:4](=[C:5]([CH:7]=[CH:8]1)[OH:6])[CH:3]2[OH:9]. The catalyst is CN(C=O)C. The yield is 0.840. The reactants are [Br:1][C:2]1[CH:8]=[CH:7][C:5]([OH:6])=[CH:4][C:3]=1[OH:9].[C:10]([O-:13])([O-])=O.[K+].[K+].[CH2:16](Br)[C:17]1[CH:22]=[CH:21][CH:20]=[CH:19][CH:18]=1.[C:24]1(O)[CH:29]=[CH:28][CH:27]=[CH:26][CH:25]=1. (3) The reactants are [NH2:1][C@H:2]1[C@H:6]([OH:7])[CH2:5][N:4]([C:8]([O:10][C:11]([CH3:14])([CH3:13])[CH3:12])=[O:9])[CH2:3]1.C([O-])([O-])=O.[Na+].[Na+].[CH:21]1[CH:26]=[CH:25][C:24]([CH2:27][O:28][C:29](Cl)=[O:30])=[CH:23][CH:22]=1.C(OCC)(=O)C. The catalyst is O1CCOCC1.O. The product is [CH2:27]([O:28][C:29]([NH:1][C@H:2]1[C@H:6]([OH:7])[CH2:5][N:4]([C:8]([O:10][C:11]([CH3:14])([CH3:13])[CH3:12])=[O:9])[CH2:3]1)=[O:30])[C:24]1[CH:25]=[CH:26][CH:21]=[CH:22][CH:23]=1. The yield is 0.671. (4) The reactants are [CH3:1][O:2][C:3]([C:5]1[S:6][C:7]([C:11]([OH:13])=O)=[CH:8][C:9]=1[Cl:10])=[O:4].C(N(CC)CC)C.CN(C(ON1N=NC2C=CC=CC1=2)=[N+](C)C)C.F[P-](F)(F)(F)(F)F.C1C=CC2N(O)N=NC=2C=1.[C:55]([Si:59]([CH3:70])([CH3:69])[O:60][C:61]1[CH:62]=[C:63]([CH:66]=[CH:67][CH:68]=1)[CH2:64][NH2:65])([CH3:58])([CH3:57])[CH3:56]. The catalyst is CN(C=O)C. The product is [CH3:1][O:2][C:3]([C:5]1[S:6][C:7]([C:11](=[O:13])[NH:65][CH2:64][C:63]2[CH:66]=[CH:67][CH:68]=[C:61]([O:60][Si:59]([C:55]([CH3:58])([CH3:57])[CH3:56])([CH3:69])[CH3:70])[CH:62]=2)=[CH:8][C:9]=1[Cl:10])=[O:4]. The yield is 0.260.